Dataset: HIV replication inhibition screening data with 41,000+ compounds from the AIDS Antiviral Screen. Task: Binary Classification. Given a drug SMILES string, predict its activity (active/inactive) in a high-throughput screening assay against a specified biological target. (1) The compound is CCOC(CC1(O)C(=O)N(Cc2ccccc2)c2ccccc21)OCC. The result is 0 (inactive). (2) The result is 0 (inactive). The drug is O=[N+]([O-])c1ccc(N=CC=CNc2ccc([N+](=O)[O-])cc2)cc1. (3) The compound is O=[N+]([O-])c1ccc(OCCC[PH](c2ccccc2)(c2ccccc2)c2ccccc2)c(Cl)c1. The result is 0 (inactive). (4) The molecule is N#CCCN(CCC#N)c1ccc(C=C2N=C(COc3ccc(Cl)cc3Cl)OC2=O)cc1. The result is 0 (inactive). (5) The molecule is Cc1csc2nc(-c3ccncc3)cn12. The result is 0 (inactive). (6) The drug is O=c1c2ccccc2sc2cccc(NCCCN3CCN(CCCNc4cccc5sc6ccccc6c(=O)c45)CC3)c12. The result is 0 (inactive).